This data is from Retrosynthesis with 50K atom-mapped reactions and 10 reaction types from USPTO. The task is: Predict the reactants needed to synthesize the given product. (1) Given the product COc1cccc(N=Cc2cncnc2)c1, predict the reactants needed to synthesize it. The reactants are: COc1cccc(N)c1.O=Cc1cncnc1. (2) Given the product CC(C)(C)OC(=O)N1CCN(c2ccc([N+](=O)[O-])nc2)CC1, predict the reactants needed to synthesize it. The reactants are: CC(C)(C)OC(=O)N1CCNCC1.O=[N+]([O-])c1ccc(Br)cn1. (3) Given the product CN1CCC(Oc2ccc(N)cc2C(F)(F)F)CC1, predict the reactants needed to synthesize it. The reactants are: CN1CCC(Oc2ccc([N+](=O)[O-])cc2C(F)(F)F)CC1. (4) Given the product NNC(=O)c1ccc(F)cc1, predict the reactants needed to synthesize it. The reactants are: CCOC(=O)c1ccc(F)cc1.NN.